Dataset: Experimentally validated miRNA-target interactions with 360,000+ pairs, plus equal number of negative samples. Task: Binary Classification. Given a miRNA mature sequence and a target amino acid sequence, predict their likelihood of interaction. (1) The miRNA is hsa-miR-429 with sequence UAAUACUGUCUGGUAAAACCGU. The protein sequence of the target gene is MDRSSKRRQVKPLAASLLEALDYDSSDDSDFKVGDASDSEGSGNGSEDASKDSGEGSCSDSEENILEEELNEDIKVKEEQLKNSAEEEVLSSEKQLIKMEKKEEEENGERPRKKKEKEKEKEKEKEKEKEREKEKEKATVSENVAASAAATTPATSPPAVNTSPSVPTTTTATEEQVSEPKKWNLRRNRPLLDFVSMEELNDMDDYDSEDDNDWRPTVVKRKGRSASQKEGSDGDNEDDEDEGSGSDEDENDEGNDEDHSSPASEGGCKKKKSKVLSRNSADDEELTNDSLTLSQSKSNE.... Result: 1 (interaction). (2) The miRNA is mmu-miR-26a-1-3p with sequence CCUAUUCUUGGUUACUUGCACG. The protein sequence of the target gene is MAQEKMDLDFEADTSEGATLRRSNSAPLIHVLSDLSQVFEPYPLRTGRTSTAIMSHHSLEEGLDMMNRETTNEREAQAGMQISQSWDESLSLSDSDFDKPEKLYSPKRIDFTPVSPAPSPTRGFGKQCLSPSLQMFVSSSGMPPSPVLNPRHFSRRSQSPVKCIRPSVLGPLKRKGEMEMESQPKRPFQGTTSMLSTNPAQLSDFSSCSDILDGSSISSGLSSDSLATGSAPAESPVACSNSCSPFILMDDLSPK. Result: 0 (no interaction). (3) Result: 1 (interaction). The protein sequence of the target gene is MDPVAFKDVAVNFTQEEWALLDISQRKLYREVMLETFRNLTSLGKRWKDQNIEYEHQNPRRNFRSLIEEKVNEIKDDSHCGETFTPVPDDRLNFQEKKASPEVKSCESFVCGEVGLGNSSFNMNIRGDIGHKAYEYQEYGPKPCKCQQPKKAFRYRPSFRTQERDHTGEKPNACKVCGKTFISHSSVRRHMVMHSGDGPYKCKFCGKAFHCLRLYLIHERIHTGEKPCECKQCGKSFSYSATHRIHKRTHTGEKPYEYQECGKAFHSPRSYRRHERIHMGEKAYQCKECGKAFTCPRYVR.... The miRNA is hsa-miR-924 with sequence AGAGUCUUGUGAUGUCUUGC.